From a dataset of Catalyst prediction with 721,799 reactions and 888 catalyst types from USPTO. Predict which catalyst facilitates the given reaction. (1) Reactant: [NH2:1][C:2]1[S:3][CH:4]=[C:5]([CH2:11][O:12][CH2:13][O:14][CH3:15])[C:6]=1[S:7]([NH2:10])(=[O:9])=[O:8].CS[C:18](SC)=[C:19]1[C:28](=[O:29])[C:27]2[C:22](=[CH:23][CH:24]=[CH:25][CH:26]=2)[N:21]([N:30]2[C:38](=[O:39])[C:37]3[C:32](=[CH:33][CH:34]=[CH:35][CH:36]=3)[C:31]2=[O:40])[C:20]1=[O:41]. Product: [OH:29][C:28]1[C:27]2[C:22](=[CH:23][CH:24]=[CH:25][CH:26]=2)[N:21]([N:30]2[C:31](=[O:40])[C:32]3[C:37](=[CH:36][CH:35]=[CH:34][CH:33]=3)[C:38]2=[O:39])[C:20](=[O:41])[C:19]=1[C:18]1[NH:1][C:2]2[S:3][CH:4]=[C:5]([CH2:11][O:12][CH2:13][O:14][CH3:15])[C:6]=2[S:7](=[O:8])(=[O:9])[N:10]=1. The catalyst class is: 11. (2) Reactant: [F:1][C:2]1[CH:3]=[C:4]([N+:11]([O-:13])=[O:12])[C:5]([CH3:10])=[C:6]([CH2:8][OH:9])[CH:7]=1.C1C=C[NH+]=CC=1.[O-][Cr](Cl)(=O)=O. Product: [F:1][C:2]1[CH:3]=[C:4]([N+:11]([O-:13])=[O:12])[C:5]([CH3:10])=[C:6]([CH:7]=1)[CH:8]=[O:9]. The catalyst class is: 2. (3) Product: [OH:1][CH:2]([CH2:48][OH:49])[CH2:3][N:4]([CH3:47])[S:5]([C:8]1[CH:9]=[C:10]([CH:44]=[CH:45][CH:46]=1)[C:11]([NH:13][C:14]1[S:15][C:16]2[CH2:43][CH2:42][CH2:41][CH2:40][C:17]=2[C:18]=1[C:19]([NH:21][C:22]1[CH:23]=[CH:24][C:25]([CH2:28][CH2:29][C:30]2[CH:31]=[CH:32][C:33]([C:34]([OH:36])=[O:35])=[CH:38][CH:39]=2)=[CH:26][CH:27]=1)=[O:20])=[O:12])(=[O:7])=[O:6]. Reactant: [OH:1][CH:2]([CH2:48][OH:49])[CH2:3][N:4]([CH3:47])[S:5]([C:8]1[CH:9]=[C:10]([CH:44]=[CH:45][CH:46]=1)[C:11]([NH:13][C:14]1[S:15][C:16]2[CH2:43][CH2:42][CH2:41][CH2:40][C:17]=2[C:18]=1[C:19]([NH:21][C:22]1[CH:27]=[CH:26][C:25]([CH2:28][CH2:29][C:30]2[CH:39]=[CH:38][C:33]([C:34]([O:36]C)=[O:35])=[CH:32][CH:31]=2)=[CH:24][CH:23]=1)=[O:20])=[O:12])(=[O:7])=[O:6].[OH-].[Na+]. The catalyst class is: 8. (4) Reactant: [CH2:1]([O:8][CH2:9][C:10]1([CH2:14][OH:15])[CH2:13][CH2:12][CH2:11]1)[C:2]1[CH:7]=[CH:6][CH:5]=[CH:4][CH:3]=1.O[C:17]1[CH:18]=[C:19]([CH:24]=[C:25]([O:27][C:28]2[CH:33]=[CH:32][C:31]([N+:34]([O-:36])=[O:35])=[CH:30][CH:29]=2)[CH:26]=1)[C:20]([O:22][CH3:23])=[O:21].C(P(CCCC)CCCC)CCC.N(C(N1CCCCC1)=O)=NC(N1CCCCC1)=O. Product: [CH2:1]([O:8][CH2:9][C:10]1([CH2:14][O:15][C:17]2[CH:18]=[C:19]([CH:24]=[C:25]([O:27][C:28]3[CH:33]=[CH:32][C:31]([N+:34]([O-:36])=[O:35])=[CH:30][CH:29]=3)[CH:26]=2)[C:20]([O:22][CH3:23])=[O:21])[CH2:11][CH2:12][CH2:13]1)[C:2]1[CH:7]=[CH:6][CH:5]=[CH:4][CH:3]=1. The catalyst class is: 1. (5) Reactant: C1COCC1.C([O:8][C:9]([C:11]1[N:12]=[C:13]([C:16]2[C:21]([C:22]([O:24][CH2:25][CH3:26])=[O:23])=[C:20]([CH2:27][CH2:28][C:29]3[CH:34]=[CH:33][C:32]([C:35]([F:38])([F:37])[F:36])=[CH:31][CH:30]=3)[N:19]=[C:18]3[N:39]4[CH2:45][CH2:44][CH2:43][N:40]4[C:41](=[O:42])[C:17]=23)[O:14][CH:15]=1)=[O:10])C.[OH-].[Na+]. Product: [CH2:25]([O:24][C:22]([C:21]1[C:16]([C:13]2[O:14][CH:15]=[C:11]([C:9]([OH:10])=[O:8])[N:12]=2)=[C:17]2[C:41](=[O:42])[N:40]3[CH2:43][CH2:44][CH2:45][N:39]3[C:18]2=[N:19][C:20]=1[CH2:27][CH2:28][C:29]1[CH:34]=[CH:33][C:32]([C:35]([F:38])([F:37])[F:36])=[CH:31][CH:30]=1)=[O:23])[CH3:26]. The catalyst class is: 14. (6) Reactant: [F:1][C:2]1[N:10]=[C:9]2[C:5]([N:6]=[C:7]([CH2:11][C:12]3[C:20]([I:21])=[CH:19][C:15]4[O:16][CH2:17][O:18][C:14]=4[CH:13]=3)[NH:8]2)=[C:4]([NH2:22])[N:3]=1.[C:23]([O-:26])([O-])=O.[Cs+].[Cs+]. Product: [NH2:22][C:4]1[N:3]=[C:2]([F:1])[N:10]=[C:9]2[C:5]=1[N:6]=[C:7]([CH2:11][C:12]1[C:20]([I:21])=[CH:19][C:15]3[O:16][CH2:17][O:18][C:14]=3[CH:13]=1)[N:8]2[CH2:7][CH2:11][CH2:12][CH2:13][CH2:14][CH2:23][OH:26]. The catalyst class is: 3.